Dataset: Full USPTO retrosynthesis dataset with 1.9M reactions from patents (1976-2016). Task: Predict the reactants needed to synthesize the given product. (1) Given the product [Cl:1][C:2]1[CH:3]=[N:4][C:5]2[NH:6][C:7]3[CH:8]=[CH:9][CH:10]=[C:11]([CH:23]=3)[CH2:12][N:13]([C:29](=[O:30])[C:28]3[CH:32]=[CH:33][C:25]([CH3:24])=[CH:26][CH:27]=3)[C:14]3[CH:22]=[C:18]([NH:19][C:20]=1[N:21]=2)[CH:17]=[CH:16][CH:15]=3, predict the reactants needed to synthesize it. The reactants are: [Cl:1][C:2]1[CH:3]=[N:4][C:5]2[NH:6][C:7]3[CH:8]=[CH:9][CH:10]=[C:11]([CH:23]=3)[CH2:12][NH:13][C:14]3[CH:22]=[C:18]([NH:19][C:20]=1[N:21]=2)[CH:17]=[CH:16][CH:15]=3.[CH3:24][C:25]1[CH:33]=[CH:32][C:28]([C:29](Cl)=[O:30])=[CH:27][CH:26]=1. (2) Given the product [CH3:17][NH:18][C@H:8]([C:9]([OH:11])=[O:10])[CH2:7][C:1]1[CH:6]=[CH:5][CH:4]=[CH:3][CH:2]=1, predict the reactants needed to synthesize it. The reactants are: [C:1]1([CH2:7][C:8](=O)[C:9]([O-:11])=[O:10])[CH:6]=[CH:5][CH:4]=[CH:3][CH:2]=1.[Na+].C1C=[N+:18]([C@@H]2O[C@H](COP(OP(OC[C@H]3O[C@@H](N4C5N=CN=C(N)C=5N=C4)[C@H](OP(O)(O)=O)[C@@H]3O)(O)=O)(O)=O)[C@@H](O)[C@H]2O)[CH:17]=C(C(N)=O)C=1.O=C[C@@H]([C@H]([C@@H]([C@@H](CO)O)O)O)O.CN.Cl.[OH-].[Na+]. (3) Given the product [NH2:2][C:1]1[C:3]2[CH:13]=[CH:12][CH:11]=[CH:10][C:4]=2[O:5][C:6]=1[C:7]([NH2:9])=[O:8], predict the reactants needed to synthesize it. The reactants are: [C:1]([C:3]1[CH:13]=[CH:12][CH:11]=[CH:10][C:4]=1[O:5][CH2:6][C:7]([NH2:9])=[O:8])#[N:2].CC([O-])(C)C.[K+]. (4) Given the product [F:1][C:2]1[C:10]2[C:5](=[C:6]([N:11]([CH3:20])[S:12]([C:15]3[S:16][CH:17]=[CH:18][CH:19]=3)(=[O:13])=[O:14])[CH:7]=[CH:8][CH:9]=2)[NH:4][C:3]=1[C:21]1[S:22][CH:23]([CH2:26][C:27]([NH2:33])=[O:29])[CH2:24][N:25]=1, predict the reactants needed to synthesize it. The reactants are: [F:1][C:2]1[C:10]2[C:5](=[C:6]([N:11]([CH3:20])[S:12]([C:15]3[S:16][CH:17]=[CH:18][CH:19]=3)(=[O:14])=[O:13])[CH:7]=[CH:8][CH:9]=2)[NH:4][C:3]=1[C:21]1[S:22][CH:23]([CH2:26][C:27]([OH:29])=O)[CH2:24][N:25]=1.Cl.C([N:33]=C=NCCCN(C)C)C.O.ON1C2C=CC=CC=2N=N1.N. (5) Given the product [Br:34][C:35]1[CH:43]=[CH:42][C:38]([C:39]([NH:50][CH:44]2[CH2:49][CH2:48][CH2:47][CH2:46][CH2:45]2)=[O:41])=[CH:37][N:36]=1, predict the reactants needed to synthesize it. The reactants are: CCN(C(C)C)C(C)C.CN(C(ON1N=NC2C=CC=NC1=2)=[N+](C)C)C.F[P-](F)(F)(F)(F)F.[Br:34][C:35]1[CH:43]=[CH:42][C:38]([C:39]([OH:41])=O)=[CH:37][N:36]=1.[CH:44]1([NH2:50])[CH2:49][CH2:48][CH2:47][CH2:46][CH2:45]1. (6) Given the product [NH2:19][C@@H:11]([CH2:12][C:13]1[CH:14]=[CH:15][CH:16]=[CH:17][CH:18]=1)[C@@H:10]([OH:37])[CH2:9][C@@H:8]([NH:38][C:39]([C@@H:41]([NH:46][C:47](=[O:50])[O:48][CH3:49])[C:42]([CH3:45])([CH3:44])[CH3:43])=[O:40])[CH2:1][C:2]1[CH:7]=[CH:6][CH:5]=[CH:4][CH:3]=1, predict the reactants needed to synthesize it. The reactants are: [CH2:1]([C@H:8]([NH:38][C:39]([C@@H:41]([NH:46][C:47](=[O:50])[O:48][CH3:49])[C:42]([CH3:45])([CH3:44])[CH3:43])=[O:40])[CH2:9][C@H:10]([OH:37])[C@@H:11]([NH:19]C(OCC1C2C=CC=CC=2C2C1=CC=CC=2)=O)[CH2:12][C:13]1[CH:18]=[CH:17][CH:16]=[CH:15][CH:14]=1)[C:2]1[CH:7]=[CH:6][CH:5]=[CH:4][CH:3]=1.C(NCC)C. (7) Given the product [Cl:16][C:4]1[CH:3]=[C:2]([NH:1][C:29]([C:27]2[CH:26]=[N:25][N:24]([C:21]3[CH:22]=[CH:23][C:18]([Cl:17])=[CH:19][CH:20]=3)[C:28]=2[CH3:32])=[O:30])[CH:7]=[N:6][C:5]=1[N:8]1[CH2:13][CH2:12][CH:11]([O:14][CH3:15])[CH2:10][CH2:9]1, predict the reactants needed to synthesize it. The reactants are: [NH2:1][C:2]1[CH:3]=[C:4]([Cl:16])[C:5]([N:8]2[CH2:13][CH2:12][CH:11]([O:14][CH3:15])[CH2:10][CH2:9]2)=[N:6][CH:7]=1.[Cl:17][C:18]1[CH:23]=[CH:22][C:21]([N:24]2[CH:28]=[C:27]([C:29](Cl)=[O:30])[CH:26]=[N:25]2)=[CH:20][CH:19]=1.[CH2:32](N(CC)CC)C.[OH-].[Na+]. (8) Given the product [N:34]1([CH2:33][CH2:32][NH:31][C:26]2[N:25]=[C:24]([C:22]3[S:21][C:20]4[C:15]([C:10]5[CH:11]=[CH:12][CH:13]=[CH:14][C:9]=5[CH2:8][NH2:7])=[CH:16][CH:17]=[CH:18][C:19]=4[CH:23]=3)[C:29]([F:30])=[CH:28][N:27]=2)[CH:38]=[CH:37][N:36]=[N:35]1, predict the reactants needed to synthesize it. The reactants are: C(OC(=O)[NH:7][CH2:8][C:9]1[CH:14]=[CH:13][CH:12]=[CH:11][C:10]=1[C:15]1[C:20]2[S:21][C:22]([C:24]3[C:29]([F:30])=[CH:28][N:27]=[C:26]([NH:31][CH2:32][CH2:33][N:34]4[CH:38]=[CH:37][N:36]=[N:35]4)[N:25]=3)=[CH:23][C:19]=2[CH:18]=[CH:17][CH:16]=1)(C)(C)C.C(O)(C(F)(F)F)=O. (9) Given the product [S:15]1[CH:19]=[CH:18][CH:17]=[C:16]1[CH2:20][NH:6][C:5]1[CH:7]=[CH:8][C:9]([C:10]2[O:14][CH:13]=[N:12][CH:11]=2)=[C:3]([O:2][CH3:1])[CH:4]=1, predict the reactants needed to synthesize it. The reactants are: [CH3:1][O:2][C:3]1[CH:4]=[C:5]([CH:7]=[CH:8][C:9]=1[C:10]1[O:14][CH:13]=[N:12][CH:11]=1)[NH2:6].[S:15]1[CH:19]=[CH:18][CH:17]=[C:16]1[CH:20]=O.[BH4-].[Na+]. (10) Given the product [F:4][C:5]1[CH:10]=[C:9]([CH3:11])[CH:8]=[CH:7][C:6]=1[S:12]([NH:1][OH:2])(=[O:14])=[O:13], predict the reactants needed to synthesize it. The reactants are: [NH2:1][OH:2].O.[F:4][C:5]1[CH:10]=[C:9]([CH3:11])[CH:8]=[CH:7][C:6]=1[S:12](Cl)(=[O:14])=[O:13].C(OCC)C.